From a dataset of Catalyst prediction with 721,799 reactions and 888 catalyst types from USPTO. Predict which catalyst facilitates the given reaction. (1) Reactant: C([Si](C)(C)[O:6][CH2:7][CH2:8][C:9]1[C:14]([O:15][CH3:16])=[CH:13][C:12]([C:17]2[N:22]=[C:21]([NH:23][C:24](=[O:29])[C:25]([CH3:28])([CH3:27])[CH3:26])[CH:20]=[CH:19][CH:18]=2)=[C:11]([O:30][CH3:31])[CH:10]=1)(C)(C)C.CCCC[N+](CCCC)(CCCC)CCCC.[F-]. Product: [OH:6][CH2:7][CH2:8][C:9]1[C:14]([O:15][CH3:16])=[CH:13][C:12]([C:17]2[N:22]=[C:21]([NH:23][C:24](=[O:29])[C:25]([CH3:26])([CH3:28])[CH3:27])[CH:20]=[CH:19][CH:18]=2)=[C:11]([O:30][CH3:31])[CH:10]=1. The catalyst class is: 1. (2) Reactant: Br[C:2]1[CH:7]=[CH:6][N:5]=[CH:4][CH:3]=1.[F:8][C:9]1[C:14]([F:15])=[CH:13][CH:12]=[CH:11][C:10]=1[C@H:16]1[CH2:22][NH:21][C:20](=[O:23])[C@H:19]([NH:24][C:25](=[O:31])[O:26][C:27]([CH3:30])([CH3:29])[CH3:28])[CH2:18][CH2:17]1.C1(P(C2C=CC=CC=2)C2C3OC4C(=CC=CC=4P(C4C=CC=CC=4)C4C=CC=CC=4)C(C)(C)C=3C=CC=2)C=CC=CC=1.C(=O)([O-])[O-].[Cs+].[Cs+]. Product: [F:8][C:9]1[C:14]([F:15])=[CH:13][CH:12]=[CH:11][C:10]=1[C@H:16]1[CH2:22][N:21]([C:2]2[CH:7]=[CH:6][N:5]=[CH:4][CH:3]=2)[C:20](=[O:23])[C@H:19]([NH:24][C:25](=[O:31])[O:26][C:27]([CH3:29])([CH3:28])[CH3:30])[CH2:18][CH2:17]1. The catalyst class is: 62. (3) Reactant: Br[C:2]1[C:3]([C:8]2[CH:13]=[CH:12][CH:11]=[C:10]([Cl:14])[C:9]=2[OH:15])=[N:4][CH:5]=[CH:6][CH:7]=1.N1C=CC=CC=1C(O)=O.P([O-])([O-])([O-])=O.[K+].[K+].[K+]. Product: [Cl:14][C:10]1[C:9]2[O:15][C:2]3[C:3](=[N:4][CH:5]=[CH:6][CH:7]=3)[C:8]=2[CH:13]=[CH:12][CH:11]=1. The catalyst class is: 419. (4) Reactant: [O:1]1[C:5]2=[N:6][CH:7]=[CH:8][CH:9]=[C:4]2[CH:3]=[CH:2]1.[C:10]([O:14][C:15]([N:17]1[CH2:22][CH2:21][CH2:20][CH2:19][CH:18]1[C:23](=[O:28])N(OC)C)=[O:16])([CH3:13])([CH3:12])[CH3:11].[Cl-].[NH4+]. Product: [C:10]([O:14][C:15]([N:17]1[CH2:22][CH2:21][CH2:20][CH2:19][CH:18]1[C:23]([C:2]1[O:1][C:5]2=[N:6][CH:7]=[CH:8][CH:9]=[C:4]2[CH:3]=1)=[O:28])=[O:16])([CH3:13])([CH3:12])[CH3:11]. The catalyst class is: 1. (5) Reactant: [CH2:1]([C:3]([CH2:8][OH:9])([CH2:6][OH:7])[CH2:4][CH3:5])[OH:2].[SH:10][C:11]([CH3:16])([CH3:15])[C:12]([OH:14])=[O:13].CC1C=CC(S(O)(=O)=O)=CC=1.O.C(=O)([O-])O.[Na+]. Product: [SH:10][C:11]([CH3:16])([CH3:15])[C:12]([OH:14])=[O:13].[SH:10][C:11]([CH3:16])([CH3:15])[C:12]([OH:14])=[O:13].[SH:10][C:11]([CH3:16])([CH3:15])[C:12]([OH:14])=[O:13].[CH2:1]([C:3]([CH2:8][OH:9])([CH2:6][OH:7])[CH2:4][CH3:5])[OH:2]. The catalyst class is: 11. (6) Reactant: C(OC([NH:8][CH2:9][C:10]1[CH:11]=[N:12][C:13](/[CH:16]=[CH:17]\[CH:18]2[CH2:23][CH2:22][CH2:21][CH2:20][CH2:19]2)=[CH:14][CH:15]=1)=O)(C)(C)C.Cl. Product: [NH2:8][CH2:9][C:10]1[CH:11]=[N:12][C:13](/[CH:16]=[CH:17]\[CH:18]2[CH2:23][CH2:22][CH2:21][CH2:20][CH2:19]2)=[CH:14][CH:15]=1. The catalyst class is: 5.